The task is: Predict the reactants needed to synthesize the given product.. This data is from Full USPTO retrosynthesis dataset with 1.9M reactions from patents (1976-2016). (1) Given the product [CH3:17][S:35]([C:11]1[CH:10]=[C:9]([C:2]2[CH2:7][CH2:6][C:5](=[O:8])[CH2:4][CH:3]=2)[CH:14]=[CH:13][CH:12]=1)(=[O:37])=[O:34], predict the reactants needed to synthesize it. The reactants are: O[C:2]1([C:9]2[CH:14]=[CH:13][CH:12]=[C:11](SC)[CH:10]=2)[CH2:7][CH2:6][C:5](=[O:8])[CH2:4][CH2:3]1.[CH3:17]C[N+](S(N=C(OC)[O-])(=O)=O)(CC)CC.O.O[O:34][S:35]([O-:37])=O.[K+]. (2) Given the product [C:9](/[C:8](=[C:11]1/[NH:12][C:13]2[CH:21]=[CH:20][CH:19]=[CH:18][C:14]=2[N:15]/1[CH2:16][CH3:17])/[C:6]1[C:5]([CH3:22])=[CH:4][N:3]=[C:2]([NH:1][C:35]([C@@H:34]2[CH:33]=[CH:32][CH2:31][N:30]2[C:28]([O:27][C:24]([CH3:26])([CH3:25])[CH3:23])=[O:29])=[O:36])[N:7]=1)#[N:10], predict the reactants needed to synthesize it. The reactants are: [NH2:1][C:2]1[N:7]=[C:6](/[C:8](=[C:11]2\[NH:12][C:13]3[CH:21]=[CH:20][CH:19]=[CH:18][C:14]=3[N:15]\2[CH2:16][CH3:17])/[C:9]#[N:10])[C:5]([CH3:22])=[CH:4][N:3]=1.[CH3:23][C:24]([O:27][C:28]([N:30]1[C@H:34]([C:35](O)=[O:36])[CH:33]=[CH:32][CH2:31]1)=[O:29])([CH3:26])[CH3:25]. (3) Given the product [C:14]([O:13][C:11]([NH:7][C:6]1[CH:8]=[CH:9][C:3]([O:2][CH3:1])=[CH:4][C:5]=1[CH3:10])=[O:12])([CH3:17])([CH3:16])[CH3:15], predict the reactants needed to synthesize it. The reactants are: [CH3:1][O:2][C:3]1[CH:9]=[CH:8][C:6]([NH2:7])=[C:5]([CH3:10])[CH:4]=1.[C:11](OC([O-])=O)([O:13][C:14]([CH3:17])([CH3:16])[CH3:15])=[O:12].